Dataset: Catalyst prediction with 721,799 reactions and 888 catalyst types from USPTO. Task: Predict which catalyst facilitates the given reaction. Reactant: [CH2:1]([N:3]([CH2:6][CH3:7])[CH2:4][CH3:5])C.Cl.[NH2:9][CH2:10][C:11]([O:13][C:14]([CH3:17])([CH3:16])[CH3:15])=[O:12].[CH:18]1[C:28]2[CH:27]=[CH:26][C:25]3[CH:29]=[CH:30][CH:31]=[CH:32][C:24]=3[C:23](=[C:33]3CCNCC3)[C:22]=2[CH:21]=[CH:20][CH:19]=1.[OH2:39]. Product: [CH:18]1[C:28]2[CH:27]=[CH:26][C:25]3[CH:29]=[CH:30][CH:31]=[CH:32][C:24]=3[C:23](=[C:33]3[CH2:7][CH2:6][N:3]([C:1]([NH:9][CH2:10][C:11]([O:13][C:14]([CH3:17])([CH3:16])[CH3:15])=[O:12])=[O:39])[CH2:4][CH2:5]3)[C:22]=2[CH:21]=[CH:20][CH:19]=1. The catalyst class is: 7.